From a dataset of Full USPTO retrosynthesis dataset with 1.9M reactions from patents (1976-2016). Predict the reactants needed to synthesize the given product. (1) The reactants are: [Cl:1][CH2:2][C:3]1[NH:7][C:6]2[CH:8]=[CH:9][C:10]([F:12])=[CH:11][C:5]=2[N:4]=1.[C:13]([O:17][C:18](O[C:18]([O:17][C:13]([CH3:16])([CH3:15])[CH3:14])=[O:19])=[O:19])([CH3:16])([CH3:15])[CH3:14]. Given the product [Cl:1][CH2:2][C:3]1[N:7]([C:18]([O:17][C:13]([CH3:16])([CH3:15])[CH3:14])=[O:19])[C:6]2[CH:8]=[CH:9][C:10]([F:12])=[CH:11][C:5]=2[N:4]=1, predict the reactants needed to synthesize it. (2) Given the product [C:1]([O:5][C@@H:6]([C:12]1[C:13]([CH3:34])=[N:14][C:15]([CH3:33])=[C:16]([C:26]2[CH:27]=[CH:28][C:29]([O:45][CH2:44][CH2:43][C:38]3[CH:39]=[CH:40][C:41]([F:42])=[C:36]([F:35])[CH:37]=3)=[CH:30][CH:31]=2)[C:17]=1[N:18]1[CH2:19][CH2:20][C:21]([CH3:25])([CH3:24])[CH2:22][CH2:23]1)[C:7]([OH:9])=[O:8])([CH3:4])([CH3:2])[CH3:3], predict the reactants needed to synthesize it. The reactants are: [C:1]([O:5][C@@H:6]([C:12]1[C:13]([CH3:34])=[N:14][C:15]([CH3:33])=[C:16]([C:26]2[CH:31]=[CH:30][C:29](O)=[CH:28][CH:27]=2)[C:17]=1[N:18]1[CH2:23][CH2:22][C:21]([CH3:25])([CH3:24])[CH2:20][CH2:19]1)[C:7]([O:9]CC)=[O:8])([CH3:4])([CH3:3])[CH3:2].[F:35][C:36]1[CH:37]=[C:38]([CH2:43][CH2:44][OH:45])[CH:39]=[CH:40][C:41]=1[F:42].C1C=CC(P(C2C=CC=CC=2)C2C=CC=CC=2)=CC=1.CCOC(/N=N/C(OCC)=O)=O.[OH-].[Na+]. (3) Given the product [CH:34]1[N:35]=[C:36]([NH2:37])[C:31]2[N:30]=[CH:29][N:28]([C@@H:26]3[O:27][C@H:23]([CH2:22][O:21][P:18]([O:17][P:14]([O:13][CH2:12][C@H:10]4[O:11][C@@H:7]([N:5]5[CH:4]=[C:3]([C:46]([NH2:48])=[O:47])[CH2:2][CH:1]=[CH:6]5)[C@H:8]([OH:45])[C@@H:9]4[OH:44])([OH:16])=[O:15])([OH:20])=[O:19])[C@@H:24]([OH:43])[C@H:25]3[O:38][P:39]([OH:42])([OH:41])=[O:40])[C:32]=2[N:33]=1, predict the reactants needed to synthesize it. The reactants are: [CH:1]1[CH:6]=[N+:5]([C@@H:7]2[O:11][C@H:10]([CH2:12][O:13][P:14]([O:17][P:18]([O:21][CH2:22][C@H:23]3[O:27][C@@H:26]([N:28]4[C:32]5[N:33]=[CH:34][N:35]=[C:36]([NH2:37])[C:31]=5[N:30]=[CH:29]4)[C@H:25]([O:38][P:39]([OH:42])([OH:41])=[O:40])[C@@H:24]3[OH:43])([OH:20])=[O:19])([OH:16])=[O:15])[C@@H:9]([OH:44])[C@H:8]2[OH:45])[CH:4]=[C:3]([C:46]([NH2:48])=[O:47])[CH:2]=1.P(OC[C@@H](O)[C@@H](O)[C@H](O)[C@@H](O)C=O)(O)(O)=O. (4) Given the product [C:27]([O:26][C:24]([N:31]1[CH2:36][CH2:35][N:34]([C:2]2[C:11]3[O:10][C:9]([CH3:13])([CH3:12])[CH2:8][N:7]([S:14]([C:17]4[CH:22]=[CH:21][CH:20]=[CH:19][C:18]=4[F:23])(=[O:16])=[O:15])[C:6]=3[CH:5]=[CH:4][CH:3]=2)[CH2:33][CH2:32]1)=[O:25])([CH3:30])([CH3:28])[CH3:29], predict the reactants needed to synthesize it. The reactants are: Br[C:2]1[C:11]2[O:10][C:9]([CH3:13])([CH3:12])[CH2:8][N:7]([S:14]([C:17]3[CH:22]=[CH:21][CH:20]=[CH:19][C:18]=3[F:23])(=[O:16])=[O:15])[C:6]=2[CH:5]=[CH:4][CH:3]=1.[C:24]([N:31]1[CH2:36][CH2:35][NH:34][CH2:33][CH2:32]1)([O:26][C:27]([CH3:30])([CH3:29])[CH3:28])=[O:25].CC([O-])(C)C.[Na+].C(OCC)(=O)C. (5) Given the product [OH:27][C:28]1[CH:53]=[CH:52][C:31]([CH2:32][CH2:11][C:10]2[O:9][C:8]([C:13]3[CH:14]=[CH:15][CH:16]=[CH:17][CH:18]=3)=[N:7][C:6]=2[CH2:5][O:4][CH2:3][O:2][CH3:1])=[CH:30][CH:29]=1, predict the reactants needed to synthesize it. The reactants are: [CH3:1][O:2][CH2:3][O:4][CH2:5][C:6]1[N:7]=[C:8]([C:13]2[CH:18]=[CH:17][CH:16]=[CH:15][CH:14]=2)[O:9][C:10]=1[CH:11]=O.[Cl-].C([O:27][C:28]1[CH:53]=[CH:52][C:31]([CH2:32][P+](C2C=CC=CC=2)(C2C=CC=CC=2)C2C=CC=CC=2)=[CH:30][CH:29]=1)C1C=CC=CC=1.C(=O)([O-])[O-].[K+].[K+].CN(C)C=O. (6) Given the product [O:15]=[C:13]1[C:12]2[C:7](=[CH:8][CH:9]=[CH:10][CH:11]=2)[N:6]=[C:5]([CH2:4][CH2:3][NH:2][C:33]([C@H:30]2[CH2:31][CH2:32][C@H:27]([C:25]3[O:26][C:22]([C:16]4[CH:17]=[CH:18][CH:19]=[CH:20][CH:21]=4)=[N:23][N:24]=3)[CH2:28][CH2:29]2)=[O:34])[NH:14]1, predict the reactants needed to synthesize it. The reactants are: Cl.[NH2:2][CH2:3][CH2:4][C:5]1[NH:14][C:13](=[O:15])[C:12]2[C:7](=[CH:8][CH:9]=[CH:10][CH:11]=2)[N:6]=1.[C:16]1([C:22]2[O:26][C:25]([C@H:27]3[CH2:32][CH2:31][C@H:30]([C:33](O)=[O:34])[CH2:29][CH2:28]3)=[N:24][N:23]=2)[CH:21]=[CH:20][CH:19]=[CH:18][CH:17]=1.CCN(C(C)C)C(C)C. (7) The reactants are: [OH:1][C:2]1[CH:3]=[C:4]([CH:18]=[CH:19][CH:20]=1)[CH2:5][NH:6][S:7]([NH:10][C:11](=[O:17])[O:12][C:13]([CH3:16])([CH3:15])[CH3:14])(=[O:9])=[O:8].N1C=CC=CC=1.[F:27][C:28]1[CH:29]=[C:30](B(O)O)[CH:31]=[C:32]([F:35])[C:33]=1[F:34]. Given the product [F:27][C:28]1[CH:29]=[C:30]([CH:31]=[C:32]([F:35])[C:33]=1[F:34])[O:1][C:2]1[CH:3]=[C:4]([CH:18]=[CH:19][CH:20]=1)[CH2:5][NH:6][S:7]([NH:10][C:11](=[O:17])[O:12][C:13]([CH3:16])([CH3:15])[CH3:14])(=[O:9])=[O:8], predict the reactants needed to synthesize it.